Dataset: Reaction yield outcomes from USPTO patents with 853,638 reactions. Task: Predict the reaction yield, written as a fraction of the theoretical maximum amount of product (1.0 means a 100% yield; for example, 0.34 means a 34% yield). (1) The catalyst is CN(C=O)C.O. The reactants are [F:1][C@@H:2]1[C@@H:7](OS(C)(=O)=O)[CH2:6][CH2:5][N:4]([C:13]([O:15][C:16]([CH3:19])([CH3:18])[CH3:17])=[O:14])[CH2:3]1.[CH:20]1([O:24][C:25]2[C:34]([C:35]3[CH:36]=[N:37][NH:38][CH:39]=3)=[CH:33][CH:32]=[C:31]3[C:26]=2[CH2:27][CH2:28][C@H:29]([CH3:44])[N:30]3[C:40]([O:42][CH3:43])=[O:41])[CH2:23][CH2:22][CH2:21]1.C(=O)([O-])[O-].[Cs+].[Cs+]. The product is [C:16]([O:15][C:13]([N:4]1[CH2:5][CH2:6][C@@H:7]([N:37]2[CH:36]=[C:35]([C:34]3[C:25]([O:24][CH:20]4[CH2:21][CH2:22][CH2:23]4)=[C:26]4[C:31](=[CH:32][CH:33]=3)[N:30]([C:40]([O:42][CH3:43])=[O:41])[C@@H:29]([CH3:44])[CH2:28][CH2:27]4)[CH:39]=[N:38]2)[C@@H:2]([F:1])[CH2:3]1)=[O:14])([CH3:19])([CH3:18])[CH3:17]. The yield is 0.560. (2) The reactants are Br[C:2]1[CH:3]=[N:4][CH:5]=[C:6]([Br:8])[CH:7]=1.[N:9]1([C:15]([O:17][C:18]([CH3:21])([CH3:20])[CH3:19])=[O:16])[CH2:14][CH2:13][NH:12][CH2:11][CH2:10]1.CC(C)([O-])C.[Na+]. The catalyst is C1(C)C=CC=CC=1.C1(P(C2C=CC=CC=2)C2C3OC4C(=CC=CC=4P(C4C=CC=CC=4)C4C=CC=CC=4)C(C)(C)C=3C=CC=2)C=CC=CC=1. The product is [Br:8][C:6]1[CH:7]=[C:2]([N:12]2[CH2:11][CH2:10][N:9]([C:15]([O:17][C:18]([CH3:21])([CH3:20])[CH3:19])=[O:16])[CH2:14][CH2:13]2)[CH:3]=[N:4][CH:5]=1. The yield is 0.500. (3) The reactants are [F:1][C:2]([F:7])([F:6])[C:3]([OH:5])=[O:4].[F:8][C:9]([F:14])([F:13])[C:10]([OH:12])=[O:11].FC(F)(F)C(O)=O.[Cl:22][C:23]1[CH:24]=[N:25][C:26]2[NH:27][C:28]3[CH:29]=[N:30][CH:31]=[C:32]([CH:45]=3)[CH2:33][CH2:34][C:35]3[CH:43]=[C:39]([NH:40][C:41]=1[N:42]=2)[CH:38]=[CH:37][C:36]=3[NH2:44].[C:46]([O:50][C:51]([N:53]1[CH2:58][CH2:57][CH:56]([CH2:59][C:60](O)=[O:61])[CH2:55][CH2:54]1)=[O:52])([CH3:49])([CH3:48])[CH3:47]. The product is [F:1][C:2]([F:7])([F:6])[C:3]([OH:5])=[O:4].[F:8][C:9]([F:14])([F:13])[C:10]([OH:12])=[O:11].[Cl:22][C:23]1[CH:24]=[N:25][C:26]2[NH:27][C:28]3[CH:29]=[N:30][CH:31]=[C:32]([CH:45]=3)[CH2:33][CH2:34][C:35]3[CH:43]=[C:39]([NH:40][C:41]=1[N:42]=2)[CH:38]=[CH:37][C:36]=3[NH:44][C:60](=[O:61])[CH2:59][CH:56]1[CH2:57][CH2:58][N:53]([C:51]([O:50][C:46]([CH3:48])([CH3:47])[CH3:49])=[O:52])[CH2:54][CH2:55]1. No catalyst specified. The yield is 0.590. (4) The reactants are [Br:1][C:2]1[C:3]([CH3:14])=[CH:4][C:5]2[O:9][C:8](C(O)=O)=[CH:7][C:6]=2[CH:13]=1.[B-](F)(F)(F)[F:16].[B-](F)(F)(F)F.C1[N+]2(CCl)CC[N+](F)(CC2)C1.C(=O)(O)[O-].[Na+]. The catalyst is O.CC(=O)OCC. The product is [Br:1][C:2]1[C:3]([CH3:14])=[CH:4][C:5]2[O:9][C:8]([F:16])=[CH:7][C:6]=2[CH:13]=1. The yield is 0.361. (5) The reactants are [CH3:1][O:2][C:3]1[CH:4]=[C:5]([C:11]2[N:19]3[C:14]([S:15][CH2:16][C:17]([C:20]4[CH:25]=[CH:24][C:23]([N+:26]([O-])=O)=[CH:22][CH:21]=4)=[N:18]3)=[N:13][N:12]=2)[CH:6]=[CH:7][C:8]=1[O:9][CH3:10]. The catalyst is C1COCC1.CO.Cl.[Pd]. The product is [NH2:26][C:23]1[CH:22]=[CH:21][C:20]([C:17]2[CH2:16][S:15][C:14]3=[N:13][N:12]=[C:11]([C:5]4[CH:6]=[CH:7][C:8]([O:9][CH3:10])=[C:3]([O:2][CH3:1])[CH:4]=4)[N:19]3[N:18]=2)=[CH:25][CH:24]=1. The yield is 0.970.